From a dataset of Reaction yield outcomes from USPTO patents with 853,638 reactions. Predict the reaction yield, written as a fraction of the theoretical maximum amount of product (1.0 means a 100% yield; for example, 0.34 means a 34% yield). The reactants are [Cl:1][C:2]1[CH:7]=[CH:6][C:5]([CH2:8][C:9]([O:11][CH3:12])=[O:10])=[CH:4][CH:3]=1.[CH2:13]=[O:14].Cl. The catalyst is CS(C)=O.C[O-].[Na+]. The product is [Cl:1][C:2]1[CH:3]=[CH:4][C:5]([CH:8]([CH2:13][OH:14])[C:9]([O:11][CH3:12])=[O:10])=[CH:6][CH:7]=1. The yield is 0.920.